From a dataset of Forward reaction prediction with 1.9M reactions from USPTO patents (1976-2016). Predict the product of the given reaction. (1) Given the reactants [CH2:1]([O:8][C:9](=[O:18])[NH:10][C@H:11]1[CH2:16][CH2:15][C@H:14]([OH:17])[CH2:13][CH2:12]1)[C:2]1[CH:7]=[CH:6][CH:5]=[CH:4][CH:3]=1.N1C=CN=C1.[Si:24](Cl)([C:27]([CH3:30])([CH3:29])[CH3:28])([CH3:26])[CH3:25], predict the reaction product. The product is: [CH2:1]([O:8][C:9](=[O:18])[NH:10][C@H:11]1[CH2:16][CH2:15][C@H:14]([O:17][Si:24]([C:27]([CH3:30])([CH3:29])[CH3:28])([CH3:26])[CH3:25])[CH2:13][CH2:12]1)[C:2]1[CH:3]=[CH:4][CH:5]=[CH:6][CH:7]=1. (2) Given the reactants N(C(OCCCC)=O)=NC(OCCCC)=O.[CH3:17][O:18][C:19]([C:21]1[NH:22][CH:23]=[N:24][CH:25]=1)=[O:20].C1C=CC(P(C2C=CC=CC=2)C2C=CC=CC=2)=CC=1.O[CH:46]1[C:55]2[C:50](=[CH:51][CH:52]=[CH:53][CH:54]=2)[NH:49][C:48](=[O:56])[C:47]1([CH3:58])[CH3:57], predict the reaction product. The product is: [CH3:17][O:18][C:19]([C:21]1[N:22]=[CH:23][N:24]([CH:46]2[C:55]3[C:50](=[CH:51][CH:52]=[CH:53][CH:54]=3)[NH:49][C:48](=[O:56])[C:47]2([CH3:58])[CH3:57])[CH:25]=1)=[O:20]. (3) Given the reactants [Si:1]([O:8][C@H:9]1[CH2:32][CH2:31][C@@:30]2([CH3:33])[C@@H:11]([CH2:12][CH2:13][C:14]3[C:15]4[C@:26]([CH3:34])([CH2:27][CH2:28][C:29]=32)[C@@H:18]([C@H:19]([CH3:25])[CH2:20][CH2:21][C:22](O)=O)[CH2:17][CH:16]=4)[C:10]1([CH3:36])[CH3:35])([C:4]([CH3:7])([CH3:6])[CH3:5])([CH3:3])[CH3:2].[NH2:37][C:38]1[CH:43]=[CH:42][CH:41]=[CH:40][CH:39]=1.[H-].[Al+3].[Li+].[H-].[H-].[H-], predict the reaction product. The product is: [Si:1]([O:8][C@H:9]1[CH2:32][CH2:31][C@@:30]2([CH3:33])[C@@H:11]([CH2:12][CH2:13][C:14]3[C:15]4[C@:26]([CH3:34])([CH2:27][CH2:28][C:29]=32)[C@@H:18]([C@H:19]([CH3:25])[CH2:20][CH2:21][CH2:22][NH:37][C:38]2[CH:43]=[CH:42][CH:41]=[CH:40][CH:39]=2)[CH2:17][CH:16]=4)[C:10]1([CH3:35])[CH3:36])([C:4]([CH3:5])([CH3:6])[CH3:7])([CH3:3])[CH3:2].